The task is: Predict the product of the given reaction.. This data is from Forward reaction prediction with 1.9M reactions from USPTO patents (1976-2016). (1) Given the reactants [C:1]([O:5][C:6]([N:8]1[CH2:14][C:13]2[CH:15]=[C:16](Br)[CH:17]=[CH:18][C:12]=2[O:11][CH2:10][CH2:9]1)=[O:7])([CH3:4])([CH3:3])[CH3:2].C([O:23][B:24](OC(C)C)[O:25]C(C)C)(C)C.C([Li])CCC, predict the reaction product. The product is: [C:1]([O:5][C:6]([N:8]1[CH2:14][C:13]2[CH:15]=[C:16]([B:24]([OH:25])[OH:23])[CH:17]=[CH:18][C:12]=2[O:11][CH2:10][CH2:9]1)=[O:7])([CH3:4])([CH3:3])[CH3:2]. (2) Given the reactants [Cl:1][C:2]1[CH:15]=[C:14]([F:16])[C:13]([N:17]2[C:22](=[O:23])[CH:21]=[C:20]([C:24]([F:27])([F:26])[F:25])[N:19]([CH3:28])[C:18]2=[O:29])=[CH:12][C:3]=1[O:4][C:5]1[C:6](=[O:11])[NH:7][CH:8]=[CH:9][CH:10]=1.ClC(Cl)C.[N+](=[CH:36][C:37]([O:39][CH3:40])=[O:38])=[N-], predict the reaction product. The product is: [Cl:1][C:2]1[CH:15]=[C:14]([F:16])[C:13]([N:17]2[C:22](=[O:23])[CH:21]=[C:20]([C:24]([F:27])([F:26])[F:25])[N:19]([CH3:28])[C:18]2=[O:29])=[CH:12][C:3]=1[O:4][C:5]1[C:6](=[O:11])[NH:7][CH:8]=[CH:9][CH:10]=1.[Cl:1][C:2]1[CH:15]=[C:14]([F:16])[C:13]([N:17]2[C:22](=[O:23])[CH:21]=[C:20]([C:24]([F:27])([F:26])[F:25])[N:19]([CH3:28])[C:18]2=[O:29])=[CH:12][C:3]=1[O:4][C:5]1[C:6]([O:11][CH2:36][C:37]([O:39][CH3:40])=[O:38])=[N:7][CH:8]=[CH:9][CH:10]=1. (3) Given the reactants [CH2:1]([O:8][C:9]1[C:10]([N+:16]([O-:18])=[O:17])=[N:11][C:12](Cl)=[CH:13][CH:14]=1)[C:2]1[CH:7]=[CH:6][CH:5]=[CH:4][CH:3]=1.[F-].[Cs+].[CH:21]([SnH3])=[CH2:22], predict the reaction product. The product is: [CH2:1]([O:8][C:9]1[C:10]([N+:16]([O-:18])=[O:17])=[N:11][C:12]([CH:21]=[CH2:22])=[CH:13][CH:14]=1)[C:2]1[CH:7]=[CH:6][CH:5]=[CH:4][CH:3]=1. (4) Given the reactants [F:1][C:2]1[CH:10]=[CH:9][C:5]([C:6]([OH:8])=[O:7])=[CH:4][C:3]=1[N+:11]([O-:13])=[O:12].OS(O)(=O)=O.[CH3:19]O, predict the reaction product. The product is: [F:1][C:2]1[CH:10]=[CH:9][C:5]([C:6]([O:8][CH3:19])=[O:7])=[CH:4][C:3]=1[N+:11]([O-:13])=[O:12]. (5) Given the reactants [Si:1]([O:8][CH:9]1[CH2:14][CH2:13][CH2:12][CH:11]([C:15]([O:17][CH2:18][CH3:19])=[O:16])[CH2:10]1)([C:4]([CH3:7])([CH3:6])[CH3:5])([CH3:3])[CH3:2].[Li+].[CH3:21]C([N-]C(C)C)C.IC, predict the reaction product. The product is: [Si:1]([O:8][CH:9]1[CH2:14][CH2:13][CH2:12][C:11]([CH3:21])([C:15]([O:17][CH2:18][CH3:19])=[O:16])[CH2:10]1)([C:4]([CH3:7])([CH3:6])[CH3:5])([CH3:3])[CH3:2]. (6) Given the reactants [N:1]1[CH:6]=[CH:5][CH:4]=[N:3][C:2]=1[C:7]1[CH:12]=[CH:11][C:10]([NH:13][C:14]([C:16]2[CH:21]=[CH:20][C:19]([C@@H:22]3[CH2:24][C@H:23]3[NH:25]C(=O)OC(C)(C)C)=[CH:18][CH:17]=2)=[O:15])=[CH:9][CH:8]=1.[ClH:33].C(OCC)(=O)C, predict the reaction product. The product is: [ClH:33].[ClH:33].[NH2:25][C@@H:23]1[CH2:24][C@H:22]1[C:19]1[CH:18]=[CH:17][C:16]([C:14]([NH:13][C:10]2[CH:11]=[CH:12][C:7]([C:2]3[N:1]=[CH:6][CH:5]=[CH:4][N:3]=3)=[CH:8][CH:9]=2)=[O:15])=[CH:21][CH:20]=1. (7) Given the reactants [CH:1]1([C:4]2[NH:5][C:6]3[C:12]([O:13][CH3:14])=[CH:11][CH:10]=[CH:9][C:7]=3[N:8]=2)[CH2:3][CH2:2]1.[F:15][C:16]1[CH:21]=[CH:20][CH:19]=[C:18]([F:22])[C:17]=1[CH2:23]Br, predict the reaction product. The product is: [F:15][C:16]1[CH:21]=[CH:20][CH:19]=[C:18]([F:22])[C:17]=1[CH2:23][N:8]1[C:7]2[CH:9]=[CH:10][CH:11]=[C:12]([O:13][CH3:14])[C:6]=2[N:5]=[C:4]1[CH:1]1[CH2:3][CH2:2]1.